From a dataset of Full USPTO retrosynthesis dataset with 1.9M reactions from patents (1976-2016). Predict the reactants needed to synthesize the given product. (1) Given the product [Cl:1][C:2]1[CH:7]=[C:6]([Cl:8])[CH:5]=[CH:4][C:3]=1[C:9]1[NH:10][C:11](=[O:23])[C:12]2[N:13]([N:15]=[C:16]([CH2:18][OH:19])[CH:17]=2)[CH:14]=1, predict the reactants needed to synthesize it. The reactants are: [Cl:1][C:2]1[CH:7]=[C:6]([Cl:8])[CH:5]=[CH:4][C:3]=1[C:9]1[NH:10][C:11](=[O:23])[C:12]2[N:13]([N:15]=[C:16]([C:18](OCC)=[O:19])[CH:17]=2)[CH:14]=1.[H-].[Al+3].[Li+].[H-].[H-].[H-].CO.Cl. (2) The reactants are: [CH3:1][C:2]1[C:6]([C:7]2[C:8]([O:29][CH3:30])=[CH:9][C:10]3[C:11]4[N:19]([C@@H:20](C5C=CC=CN=5)C)[C:18](=[O:28])[O:17][C:12]=4[CH:13]=[N:14][C:15]=3[CH:16]=2)=[C:5]([CH3:31])[O:4][N:3]=1.[N:32]1[CH:37]=[CH:36][C:35](CO)=[CH:34][CH:33]=1. Given the product [CH3:1][C:2]1[C:6]([C:7]2[C:8]([O:29][CH3:30])=[CH:9][C:10]3[C:11]4[N:19]([CH2:20][C:35]5[CH:36]=[CH:37][N:32]=[CH:33][CH:34]=5)[C:18](=[O:28])[O:17][C:12]=4[CH:13]=[N:14][C:15]=3[CH:16]=2)=[C:5]([CH3:31])[O:4][N:3]=1, predict the reactants needed to synthesize it. (3) The reactants are: Br[CH2:2][C:3]([O:5][CH3:6])=[O:4].[NH2:7][C:8]1[N:13]=[C:12]([CH3:14])[C:11]([CH2:15][C:16]2[CH:21]=[CH:20][C:19]([OH:22])=[CH:18][C:17]=2[O:23][CH3:24])=[C:10]([NH:25][CH2:26][CH2:27][CH2:28][CH2:29][CH3:30])[N:9]=1. Given the product [NH2:7][C:8]1[N:13]=[C:12]([CH3:14])[C:11]([CH2:15][C:16]2[CH:21]=[CH:20][C:19]([O:22][CH2:2][C:3]([O:5][CH3:6])=[O:4])=[CH:18][C:17]=2[O:23][CH3:24])=[C:10]([NH:25][CH2:26][CH2:27][CH2:28][CH2:29][CH3:30])[N:9]=1, predict the reactants needed to synthesize it. (4) Given the product [NH2:20][C:15]1[C:14]([N+:21]([O-:23])=[O:22])=[C:13]([NH:1][C@@H:2]2[C@@H:7]3[O:8][C@@H:4]([CH2:5][CH2:6]3)[C@@H:3]2[C:9]([NH2:11])=[O:10])[C:18]([Cl:19])=[CH:17][N:16]=1, predict the reactants needed to synthesize it. The reactants are: [NH2:1][C@@H:2]1[C@@H:7]2[O:8][C@@H:4]([CH2:5][CH2:6]2)[C@@H:3]1[C:9]([NH2:11])=[O:10].Cl[C:13]1[C:18]([Cl:19])=[CH:17][N:16]=[C:15]([NH2:20])[C:14]=1[N+:21]([O-:23])=[O:22].CCN(C(C)C)C(C)C. (5) Given the product [ClH:1].[C:4]([C:6]1[CH:11]=[CH:10][CH:9]=[CH:8][C:7]=1[NH:12][S:13]([C:16]1[CH:24]=[CH:23][C:19]([C:20]([NH:47][CH2:46][CH2:45][CH2:44][CH2:43][CH:40]2[CH2:39][CH2:38][NH:37][CH2:42][CH2:41]2)=[O:22])=[CH:18][CH:17]=1)(=[O:15])=[O:14])(=[O:5])[C:3]1[CH:2]=[CH:28][CH:27]=[CH:26][CH:25]=1, predict the reactants needed to synthesize it. The reactants are: [Cl:1][C:2]1[CH:28]=[C:27](Cl)[CH:26]=[CH:25][C:3]=1[C:4]([C:6]1[CH:11]=[CH:10][CH:9]=[CH:8][C:7]=1[NH:12][S:13]([C:16]1[CH:24]=[CH:23][C:19]([C:20]([OH:22])=O)=[CH:18][CH:17]=1)(=[O:15])=[O:14])=[O:5].C(OC([N:37]1[CH2:42][CH2:41][CH:40]([CH2:43][CH2:44][CH2:45][CH2:46][NH2:47])[CH2:39][CH2:38]1)=O)(C)(C)C. (6) Given the product [CH2:37]([NH:39][CH2:29][C:28]1[CH:31]=[CH:32][CH:33]=[CH:34][C:27]=1[N:25]1[C:24](=[O:35])[C:8]2=[CH:9][N:10]([CH2:12][C:13]3[CH:14]=[CH:15][C:16]([N:19]4[CH:23]=[CH:22][CH:21]=[N:20]4)=[CH:17][CH:18]=3)[C:11]3[C:2]([F:1])=[CH:3][CH:4]=[C:5]([F:36])[C:6]=3[C:7]2=[N:26]1)[CH3:38], predict the reactants needed to synthesize it. The reactants are: [F:1][C:2]1[C:11]2[N:10]([CH2:12][C:13]3[CH:18]=[CH:17][C:16]([N:19]4[CH:23]=[CH:22][CH:21]=[N:20]4)=[CH:15][CH:14]=3)[CH:9]=[C:8]3[C:24](=[O:35])[N:25]([C:27]4[CH:34]=[CH:33][CH:32]=[CH:31][C:28]=4[CH:29]=O)[N:26]=[C:7]3[C:6]=2[C:5]([F:36])=[CH:4][CH:3]=1.[CH2:37]([NH2:39])[CH3:38].C(O)(=O)C.C(O[BH-](OC(=O)C)OC(=O)C)(=O)C.[Na+].ClC1C(=O)C(C#N)=C(C#N)C(=O)C=1Cl. (7) Given the product [NH2:9][C:8]1[C:7]([CH3:10])([CH3:11])[S:4](=[O:6])(=[O:5])[CH2:3][C@:2]([C:13]2[C:14]([F:20])=[N:15][CH:16]=[C:17]([Br:19])[CH:18]=2)([CH3:12])[N:1]=1, predict the reactants needed to synthesize it. The reactants are: [NH2:1][C@@:2]([C:13]1[C:14]([F:20])=[N:15][CH:16]=[C:17]([Br:19])[CH:18]=1)([CH3:12])[CH2:3][S:4]([C:7]([CH3:11])([CH3:10])[C:8]#[N:9])(=[O:6])=[O:5].C[Al](C)C.Cl. (8) Given the product [F:15][C:12]1[CH:11]=[CH:10][C:9]([C@@H:7]([O:6][CH2:5][C@H:2]2[CH2:3][O:4][C:23]([NH2:22])=[N:1]2)[CH3:8])=[CH:14][CH:13]=1, predict the reactants needed to synthesize it. The reactants are: [NH2:1][C@@H:2]([CH2:5][O:6][C@H:7]([C:9]1[CH:14]=[CH:13][C:12]([F:15])=[CH:11][CH:10]=1)[CH3:8])[CH2:3][OH:4].C([O-])([O-])=O.[K+].[K+].[N:22]#[C:23]Br.O.